From a dataset of Peptide-MHC class II binding affinity with 134,281 pairs from IEDB. Regression. Given a peptide amino acid sequence and an MHC pseudo amino acid sequence, predict their binding affinity value. This is MHC class II binding data. (1) The peptide sequence is EVWNRVWITNNPHMQ. The MHC is DRB1_0701 with pseudo-sequence DRB1_0701. The binding affinity (normalized) is 0.657. (2) The peptide sequence is PQQPFPQQPQQPYPQ. The MHC is HLA-DPA10103-DPB10401 with pseudo-sequence HLA-DPA10103-DPB10401. The binding affinity (normalized) is 0.0590. (3) The peptide sequence is RCLVKEIPPRLLYAK. The MHC is HLA-DPA10201-DPB10101 with pseudo-sequence HLA-DPA10201-DPB10101. The binding affinity (normalized) is 0.636. (4) The peptide sequence is AFILCGDNLFPKV. The MHC is DRB1_0401 with pseudo-sequence DRB1_0401. The binding affinity (normalized) is 0.624.